This data is from NCI-60 drug combinations with 297,098 pairs across 59 cell lines. The task is: Regression. Given two drug SMILES strings and cell line genomic features, predict the synergy score measuring deviation from expected non-interaction effect. (1) Drug 1: CC1C(C(CC(O1)OC2CC(CC3=C2C(=C4C(=C3O)C(=O)C5=C(C4=O)C(=CC=C5)OC)O)(C(=O)CO)O)N)O.Cl. Drug 2: C1CNP(=O)(OC1)N(CCCl)CCCl. Synergy scores: CSS=5.31, Synergy_ZIP=-0.0637, Synergy_Bliss=0.142, Synergy_Loewe=2.32, Synergy_HSA=0.822. Cell line: MDA-MB-231. (2) Drug 1: CC1OCC2C(O1)C(C(C(O2)OC3C4COC(=O)C4C(C5=CC6=C(C=C35)OCO6)C7=CC(=C(C(=C7)OC)O)OC)O)O. Drug 2: C1=CN(C(=O)N=C1N)C2C(C(C(O2)CO)O)O.Cl. Cell line: MDA-MB-231. Synergy scores: CSS=36.7, Synergy_ZIP=-2.83, Synergy_Bliss=-0.136, Synergy_Loewe=5.07, Synergy_HSA=6.41. (3) Drug 1: C1=CC(=CC=C1CC(C(=O)O)N)N(CCCl)CCCl.Cl. Drug 2: CN1C(=O)N2C=NC(=C2N=N1)C(=O)N. Cell line: MCF7. Synergy scores: CSS=15.2, Synergy_ZIP=-4.58, Synergy_Bliss=3.45, Synergy_Loewe=-19.9, Synergy_HSA=-1.58. (4) Drug 1: C1CNP(=O)(OC1)N(CCCl)CCCl. Drug 2: CC(C)CN1C=NC2=C1C3=CC=CC=C3N=C2N. Cell line: HOP-92. Synergy scores: CSS=-13.0, Synergy_ZIP=0.264, Synergy_Bliss=-9.23, Synergy_Loewe=-10.2, Synergy_HSA=-15.8. (5) Drug 2: C1=CC=C(C=C1)NC(=O)CCCCCCC(=O)NO. Drug 1: C1=C(C(=O)NC(=O)N1)N(CCCl)CCCl. Synergy scores: CSS=41.3, Synergy_ZIP=10.6, Synergy_Bliss=14.7, Synergy_Loewe=16.3, Synergy_HSA=16.6. Cell line: RXF 393. (6) Drug 1: CC1=C(C=C(C=C1)C(=O)NC2=CC(=CC(=C2)C(F)(F)F)N3C=C(N=C3)C)NC4=NC=CC(=N4)C5=CN=CC=C5. Drug 2: CC1=C2C(C(=O)C3(C(CC4C(C3C(C(C2(C)C)(CC1OC(=O)C(C(C5=CC=CC=C5)NC(=O)OC(C)(C)C)O)O)OC(=O)C6=CC=CC=C6)(CO4)OC(=O)C)O)C)O. Cell line: PC-3. Synergy scores: CSS=-1.69, Synergy_ZIP=12.2, Synergy_Bliss=12.6, Synergy_Loewe=-0.951, Synergy_HSA=-1.96. (7) Synergy scores: CSS=27.9, Synergy_ZIP=2.28, Synergy_Bliss=2.90, Synergy_Loewe=-7.44, Synergy_HSA=2.91. Drug 1: CC1OCC2C(O1)C(C(C(O2)OC3C4COC(=O)C4C(C5=CC6=C(C=C35)OCO6)C7=CC(=C(C(=C7)OC)O)OC)O)O. Drug 2: CC(C1=C(C=CC(=C1Cl)F)Cl)OC2=C(N=CC(=C2)C3=CN(N=C3)C4CCNCC4)N. Cell line: OVCAR-8. (8) Drug 1: CNC(=O)C1=CC=CC=C1SC2=CC3=C(C=C2)C(=NN3)C=CC4=CC=CC=N4. Drug 2: C(=O)(N)NO. Cell line: NCI-H460. Synergy scores: CSS=19.8, Synergy_ZIP=0.413, Synergy_Bliss=1.41, Synergy_Loewe=2.73, Synergy_HSA=2.55. (9) Drug 1: CC1CCC2CC(C(=CC=CC=CC(CC(C(=O)C(C(C(=CC(C(=O)CC(OC(=O)C3CCCCN3C(=O)C(=O)C1(O2)O)C(C)CC4CCC(C(C4)OC)O)C)C)O)OC)C)C)C)OC. Drug 2: CC1=C(C(=O)C2=C(C1=O)N3CC4C(C3(C2COC(=O)N)OC)N4)N. Cell line: HCT116. Synergy scores: CSS=51.3, Synergy_ZIP=2.20, Synergy_Bliss=1.00, Synergy_Loewe=3.37, Synergy_HSA=4.70. (10) Drug 1: CC12CCC3C(C1CCC2=O)CC(=C)C4=CC(=O)C=CC34C. Drug 2: CC1C(C(=O)NC(C(=O)N2CCCC2C(=O)N(CC(=O)N(C(C(=O)O1)C(C)C)C)C)C(C)C)NC(=O)C3=C4C(=C(C=C3)C)OC5=C(C(=O)C(=C(C5=N4)C(=O)NC6C(OC(=O)C(N(C(=O)CN(C(=O)C7CCCN7C(=O)C(NC6=O)C(C)C)C)C)C(C)C)C)N)C. Cell line: PC-3. Synergy scores: CSS=48.5, Synergy_ZIP=4.76, Synergy_Bliss=6.65, Synergy_Loewe=7.51, Synergy_HSA=7.02.